From a dataset of Forward reaction prediction with 1.9M reactions from USPTO patents (1976-2016). Predict the product of the given reaction. (1) Given the reactants [NH2:1][C:2]1[CH:10]=[C:9]([F:11])[CH:8]=[CH:7][C:3]=1[C:4](O)=[O:5].[CH:12]([N:15](C(C)C)CC)(C)C.C1CN([P+](ON2N=NC3C=CC=CC2=3)(N2CCCC2)N2CCCC2)CC1.F[P-](F)(F)(F)(F)F.CN.C1COCC1, predict the reaction product. The product is: [NH2:1][C:2]1[CH:10]=[C:9]([F:11])[CH:8]=[CH:7][C:3]=1[C:4]([NH:15][CH3:12])=[O:5]. (2) The product is: [CH3:15][N:19]1[CH2:18][CH2:17][CH2:23][C@H:22]1[C:24]([NH:34][C:35]1[C:43]2[N:42]=[C:41]([CH2:44][N:45]([CH3:56])[CH:46]3[C:55]4[N:54]=[CH:53][CH:52]=[CH:51][C:50]=4[CH2:49][CH2:48][CH2:47]3)[NH:40][C:39]=2[CH:38]=[CH:37][CH:36]=1)=[O:25]. Given the reactants C(N(C[C:15]1[NH:19][C:18]2C=C[C:22]([C:24](NCCC3N=CNC=3)=[O:25])=[CH:23][C:17]=2N=1)C1C2N=CC=CC=2CCC1)C.[NH2:34][C:35]1[C:43]2[N:42]=[C:41]([CH2:44][N:45]([CH3:56])[CH:46]3[C:55]4[N:54]=[CH:53][CH:52]=[CH:51][C:50]=4[CH2:49][CH2:48][CH2:47]3)[NH:40][C:39]=2[CH:38]=[CH:37][CH:36]=1.CN1CCC[C@H]1C(O)=O.O=C1N(P(Cl)(N2CCOC2=O)=O)CCO1.C(N(CC)C(C)C)(C)C, predict the reaction product. (3) Given the reactants [CH2:1]([N:8]([CH2:25][C@@H:26]([O:39][CH:40]([O:42][CH2:43][CH3:44])[CH3:41])[CH2:27]OS(C1C=CC(C)=CC=1)(=O)=O)[C@@H:9]([CH2:20][C:21]([O:23][CH3:24])=[O:22])[C:10]([O:12][CH2:13][C:14]1[CH:19]=[CH:18][CH:17]=[CH:16][CH:15]=1)=[O:11])[C:2]1[CH:7]=[CH:6][CH:5]=[CH:4][CH:3]=1.C1(C)C=CC=CC=1.C[Si](C)(C)[N-][Si](C)(C)C.[Li+], predict the reaction product. The product is: [CH2:1]([N:8]1[CH2:25][C@@H:26]([O:39][CH:40]([O:42][CH2:43][CH3:44])[CH3:41])[CH2:27][C@H:20]([C:21]([O:23][CH3:24])=[O:22])[C@H:9]1[C:10]([O:12][CH2:13][C:14]1[CH:19]=[CH:18][CH:17]=[CH:16][CH:15]=1)=[O:11])[C:2]1[CH:3]=[CH:4][CH:5]=[CH:6][CH:7]=1. (4) Given the reactants C(O[C:6](=[O:79])[CH2:7][CH2:8][C@@H:9]([NH:49][C:50](=[O:78])[CH2:51][C@H:52]([OH:77])/[CH:53]=[CH:54]/[CH2:55][CH2:56][S:57][C:58]([C:71]1[CH:76]=[CH:75][CH:74]=[CH:73][CH:72]=1)([C:65]1[CH:70]=[CH:69][CH:68]=[CH:67][CH:66]=1)[C:59]1[CH:64]=[CH:63][CH:62]=[CH:61][CH:60]=1)[C:10](=[O:48])[NH:11][C@@H:12]([C:34](=[O:47])[NH:35][C:36]1([C:39](=[O:46])[NH:40][CH2:41][C:42](OC)=[O:43])[CH2:38][CH2:37]1)[CH2:13][S:14][C:15]([C:28]1[CH:33]=[CH:32][CH:31]=[CH:30][CH:29]=1)([C:22]1[CH:27]=[CH:26][CH:25]=[CH:24][CH:23]=1)[C:16]1[CH:21]=[CH:20][CH:19]=[CH:18][CH:17]=1)(C)(C)C.[Li+].[OH-:81].[CH3:82][C:83]1[CH:88]=CC=C([N+]([O-])=O)[C:84]=1C(O[C:82]([C:83]1[C:88]([N+]([O-])=O)=CC=C[C:84]=1C)=O)=O, predict the reaction product. The product is: [C:83]([O:81][C:6](=[O:79])[CH2:7][CH2:8][C@H:9]1[NH:49][C:50](=[O:78])[CH2:51][C@@H:52](/[CH:53]=[CH:54]/[CH2:55][CH2:56][S:57][C:58]([C:71]2[CH:76]=[CH:75][CH:74]=[CH:73][CH:72]=2)([C:59]2[CH:60]=[CH:61][CH:62]=[CH:63][CH:64]=2)[C:65]2[CH:70]=[CH:69][CH:68]=[CH:67][CH:66]=2)[O:77][C:42](=[O:43])[CH2:41][NH:40][C:39](=[O:46])[C:36]2([CH2:37][CH2:38]2)[NH:35][C:34](=[O:47])[C@@H:12]([CH2:13][S:14][C:15]([C:16]2[CH:17]=[CH:18][CH:19]=[CH:20][CH:21]=2)([C:22]2[CH:23]=[CH:24][CH:25]=[CH:26][CH:27]=2)[C:28]2[CH:33]=[CH:32][CH:31]=[CH:30][CH:29]=2)[NH:11][C:10]1=[O:48])([CH3:88])([CH3:84])[CH3:82]. (5) Given the reactants [CH2:1]([O:3][C:4]([N:6]1[CH2:11][CH2:10][N:9]([C:12](=[O:39])[C@@H:13]([NH:24][C:25]([C:27]2[CH:31]=[C:30]([OH:32])[N:29]([C:33]3[CH:38]=[CH:37][CH:36]=[CH:35][CH:34]=3)[N:28]=2)=[O:26])[CH2:14][CH2:15][CH2:16][C:17]([O:19]C(C)(C)C)=[O:18])[CH2:8][CH2:7]1)=[O:5])[CH3:2].C(=O)([O-])[O-].[Cs+].[Cs+].[CH2:46]([O:48][C:49]([C:51]1(Br)[CH2:54][CH2:53][CH2:52]1)=[O:50])[CH3:47], predict the reaction product. The product is: [CH2:1]([O:3][C:4]([N:6]1[CH2:11][CH2:10][N:9]([C:12](=[O:39])[C@@H:13]([NH:24][C:25]([C:27]2[CH:31]=[C:30]([O:32][C:51]3([C:49]([O:48][CH2:46][CH3:47])=[O:50])[CH2:54][CH2:53][CH2:52]3)[N:29]([C:33]3[CH:34]=[CH:35][CH:36]=[CH:37][CH:38]=3)[N:28]=2)=[O:26])[CH2:14][CH2:15][CH2:16][C:17]([OH:19])=[O:18])[CH2:8][CH2:7]1)=[O:5])[CH3:2]. (6) Given the reactants [CH:1](/[C:4](=[CH:8]\[CH:9]=[CH2:10])/[C:5]([OH:7])=O)([CH3:3])[CH3:2].C(Cl)(=O)C(Cl)=O.C(N(CC)CC)C.[CH:24]([NH:27][CH:28]([CH3:30])[CH3:29])([CH3:26])[CH3:25], predict the reaction product. The product is: [CH:24]([N:27]([CH:28]([CH3:30])[CH3:29])[C:5](=[O:7])/[C:4](/[CH:1]([CH3:2])[CH3:3])=[CH:8]/[CH:9]=[CH2:10])([CH3:26])[CH3:25]. (7) Given the reactants Cl[C:2]1[CH:7]=[CH:6][N:5]=[C:4]([N:8]2[CH2:13][CH2:12][N:11]([C:14]([O:16][C:17]([CH3:20])([CH3:19])[CH3:18])=[O:15])[CH2:10][CH2:9]2)[N:3]=1.[C:21]1(B(O)O)[CH:26]=[CH:25][CH:24]=[CH:23][CH:22]=1.P([O-])([O-])([O-])=O.[K+].[K+].[K+], predict the reaction product. The product is: [C:21]1([C:2]2[CH:7]=[CH:6][N:5]=[C:4]([N:8]3[CH2:13][CH2:12][N:11]([C:14]([O:16][C:17]([CH3:20])([CH3:19])[CH3:18])=[O:15])[CH2:10][CH2:9]3)[N:3]=2)[CH:26]=[CH:25][CH:24]=[CH:23][CH:22]=1. (8) Given the reactants C(N(C(C)C)C(C)C)C.[N:10]1([C:16]2[CH:25]=[C:24]3[C:19]([C:20](=O)[NH:21][CH:22]=[N:23]3)=[CH:18][CH:17]=2)[CH2:15][CH2:14][O:13][CH2:12][CH2:11]1.P(Cl)(Cl)([Cl:29])=O, predict the reaction product. The product is: [Cl:29][C:20]1[C:19]2[C:24](=[CH:25][C:16]([N:10]3[CH2:15][CH2:14][O:13][CH2:12][CH2:11]3)=[CH:17][CH:18]=2)[N:23]=[CH:22][N:21]=1. (9) Given the reactants Cl[C:2]1[C:7]2[N:8]=[C:9]([C:11]3[CH:16]=[CH:15][CH:14]=[CH:13][CH:12]=3)[NH:10][C:6]=2[CH:5]=[CH:4][N:3]=1.O.[NH2:18][NH2:19], predict the reaction product. The product is: [NH:18]([C:2]1[C:7]2[N:8]=[C:9]([C:11]3[CH:16]=[CH:15][CH:14]=[CH:13][CH:12]=3)[NH:10][C:6]=2[CH:5]=[CH:4][N:3]=1)[NH2:19]. (10) The product is: [NH2:1][C:2]1[C:7]([CH:8]2[NH:10][C:11]3[CH:20]=[CH:19][CH:18]=[C:13]([C:14]([O:16][CH3:17])=[O:15])[C:12]=3[O:9]2)=[CH:6][CH:5]=[CH:4][N:3]=1. Given the reactants [NH2:1][C:2]1[C:7]([CH:8]=[O:9])=[CH:6][CH:5]=[CH:4][N:3]=1.[NH2:10][C:11]1[C:12](O)=[C:13]([CH:18]=[CH:19][CH:20]=1)[C:14]([O:16][CH3:17])=[O:15], predict the reaction product.